From a dataset of HIV replication inhibition screening data with 41,000+ compounds from the AIDS Antiviral Screen. Binary Classification. Given a drug SMILES string, predict its activity (active/inactive) in a high-throughput screening assay against a specified biological target. (1) The compound is CN(C)CC1C(O)C2CCN1CC2. The result is 0 (inactive). (2) The drug is CCOC(=O)c1ccc(CS(=O)(=O)c2ccc(Cl)cc2)cc1. The result is 0 (inactive). (3) The compound is CC(=O)NS(=O)(=O)c1ccc(NC(=O)c2ccccc2SC(=O)c2ccccc2)cc1. The result is 1 (active). (4) The molecule is O=C(Nc1ccccc1)OCCN=c1c2ccccc2ccc2ccccc12. The result is 1 (active).